Dataset: Reaction yield outcomes from USPTO patents with 853,638 reactions. Task: Predict the reaction yield, written as a fraction of the theoretical maximum amount of product (1.0 means a 100% yield; for example, 0.34 means a 34% yield). (1) The reactants are [S:1]1[CH:5]=[CH:4][N:3]=[C:2]1[NH:6][C:7](=[O:13])[O:8][C:9]([CH3:12])([CH3:11])[CH3:10].C([Li])CCC.[CH2:19]([Sn:23](Cl)([CH2:28][CH2:29][CH2:30][CH3:31])[CH2:24][CH2:25][CH2:26][CH3:27])[CH2:20][CH2:21][CH3:22]. The catalyst is C1COCC1. The product is [CH2:28]([Sn:23]([CH2:19][CH2:20][CH2:21][CH3:22])([CH2:24][CH2:25][CH2:26][CH3:27])[C:5]1[S:1][C:2]([NH:6][C:7](=[O:13])[O:8][C:9]([CH3:10])([CH3:12])[CH3:11])=[N:3][CH:4]=1)[CH2:29][CH2:30][CH3:31]. The yield is 0.810. (2) The reactants are [OH:1][CH2:2][C@@H:3]([NH:10][C:11](=[O:16])[CH2:12][CH2:13][CH:14]=[CH2:15])[C:4]1[CH:9]=[CH:8][CH:7]=[CH:6][CH:5]=1.[CH3:17][C@H:18]([CH2:22][CH:23]=[CH2:24])[C:19](O)=[O:20]. The catalyst is C(Cl)Cl. The product is [CH3:17][C@@H:18]([CH2:22][CH:23]=[CH2:24])[C:19]([O:1][CH2:2][C@H:3]([NH:10][C:11](=[O:16])[CH2:12][CH2:13][CH:14]=[CH2:15])[C:4]1[CH:9]=[CH:8][CH:7]=[CH:6][CH:5]=1)=[O:20]. The yield is 0.740.